This data is from Forward reaction prediction with 1.9M reactions from USPTO patents (1976-2016). The task is: Predict the product of the given reaction. Given the reactants [C:1]([C:3]1[CH:4]=[C:5]([CH:38]=[CH:39][CH:40]=1)[CH2:6][N:7]([CH:17]1[CH2:22][CH2:21][N:20]([CH:23]([CH3:37])[CH2:24][CH2:25][NH:26][C:27]([C:29]2[C:30]([CH3:36])=[N:31][CH:32]=[N:33][C:34]=2[CH3:35])=[O:28])[CH2:19][CH2:18]1)[C:8]1[CH:16]=[CH:15][C:11]([C:12](O)=[O:13])=[CH:10][CH:9]=1)#[N:2].[NH:41]1[CH2:46][CH2:45][NH:44][CH2:43][CH2:42]1, predict the reaction product. The product is: [C:1]([C:3]1[CH:4]=[C:5]([CH:38]=[CH:39][CH:40]=1)[CH2:6][N:7]([C:8]1[CH:16]=[CH:15][C:11]([C:12]([N:41]2[CH2:46][CH2:45][NH:44][CH2:43][CH2:42]2)=[O:13])=[CH:10][CH:9]=1)[CH:17]1[CH2:18][CH2:19][N:20]([CH:23]([CH3:37])[CH2:24][CH2:25][NH:26][C:27]([C:29]2[C:34]([CH3:35])=[N:33][CH:32]=[N:31][C:30]=2[CH3:36])=[O:28])[CH2:21][CH2:22]1)#[N:2].